From a dataset of Catalyst prediction with 721,799 reactions and 888 catalyst types from USPTO. Predict which catalyst facilitates the given reaction. (1) Reactant: [CH2:1]([S:3][C:4]1[CH:26]=[CH:25][CH:24]=[CH:23][C:5]=1[C:6]([NH:8][C:9]1[C:10]([NH:19][CH2:20][CH2:21][CH3:22])=[N:11][CH:12]=[C:13]([C:15]([F:18])([F:17])[F:16])[CH:14]=1)=O)[CH3:2].O.C1(C)C=CC(S(O)(=O)=O)=CC=1.C(=O)([O-])O.[Na+]. Product: [CH2:1]([S:3][C:4]1[CH:26]=[CH:25][CH:24]=[CH:23][C:5]=1[C:6]1[N:19]([CH2:20][CH2:21][CH3:22])[C:10]2=[N:11][CH:12]=[C:13]([C:15]([F:18])([F:17])[F:16])[CH:14]=[C:9]2[N:8]=1)[CH3:2]. The catalyst class is: 113. (2) Reactant: C([N:6]1[CH2:11][CH2:10][CH:9]([NH:12][CH3:13])[CH:8]([CH3:14])[CH2:7]1)(OCC)=O. Product: [CH3:13][NH:12][CH:9]1[CH2:10][CH2:11][NH:6][CH2:7][CH:8]1[CH3:14]. The catalyst class is: 74.